From a dataset of Reaction yield outcomes from USPTO patents with 853,638 reactions. Predict the reaction yield, written as a fraction of the theoretical maximum amount of product (1.0 means a 100% yield; for example, 0.34 means a 34% yield). (1) The reactants are [CH3:1][C:2]([C:7]1[CH:12]=[CH:11][CH:10]=[CH:9][CH:8]=1)([CH3:6])[C:3](O)=[O:4].S(Cl)(Cl)=O.C(=O)([O-])[O-].[K+].[K+].Cl.[CH3:24][NH:25][CH3:26].Cl. The catalyst is C1(C)C=CC=CC=1.O.C(OC)(C)(C)C. The product is [CH3:24][N:25]([CH3:26])[C:3](=[O:4])[C:2]([CH3:6])([C:7]1[CH:12]=[CH:11][CH:10]=[CH:9][CH:8]=1)[CH3:1]. The yield is 0.880. (2) The reactants are [Br:1][C:2]1[C:3](F)=[C:4]2[C:10]([NH:11][C:12](=[O:19])[C:13]3[CH:18]=[CH:17][CH:16]=[N:15][CH:14]=3)=[CH:9][NH:8][C:5]2=[N:6][CH:7]=1.[NH:21]1[CH2:26][CH2:25][CH2:24][CH:23]([NH:27][C:28](=[O:34])[O:29][C:30]([CH3:33])([CH3:32])[CH3:31])[CH2:22]1. No catalyst specified. The product is [Br:1][C:2]1[C:3]([N:21]2[CH2:26][CH2:25][CH2:24][C@H:23]([NH:27][C:28](=[O:34])[O:29][C:30]([CH3:32])([CH3:31])[CH3:33])[CH2:22]2)=[C:4]2[C:10]([NH:11][C:12](=[O:19])[C:13]3[CH:18]=[CH:17][CH:16]=[N:15][CH:14]=3)=[CH:9][NH:8][C:5]2=[N:6][CH:7]=1. The yield is 0.410. (3) The reactants are [CH:1]1([C@H:6]([OH:29])[C@H:7]([N:18]2C(=O)C3C(=CC=CC=3)C2=O)[CH2:8][N:9]([CH3:17])[C:10]([O:12][C:13]([CH3:16])([CH3:15])[CH3:14])=[O:11])[CH2:5][CH2:4][CH2:3][CH2:2]1.O.NN.CCOCC. The catalyst is CCO. The product is [NH2:18][C@@H:7]([C@H:6]([CH:1]1[CH2:2][CH2:3][CH2:4][CH2:5]1)[OH:29])[CH2:8][N:9]([CH3:17])[C:10](=[O:11])[O:12][C:13]([CH3:16])([CH3:14])[CH3:15]. The yield is 0.360. (4) The reactants are [Cl:1][C:2]1[N:7]=[C:6](Cl)[CH:5]=[C:4]([C:9]2[CH:14]=[CH:13][CH:12]=[CH:11][CH:10]=2)[N:3]=1.[NH2:15][C:16]1[CH:20]=[C:19]([CH3:21])[NH:18][N:17]=1.C(N(CC)CC)C.[I-].[Na+]. The catalyst is CN(C=O)C. The product is [Cl:1][C:2]1[N:7]=[C:6]([NH:15][C:16]2[NH:17][N:18]=[C:19]([CH3:21])[CH:20]=2)[CH:5]=[C:4]([C:9]2[CH:14]=[CH:13][CH:12]=[CH:11][CH:10]=2)[N:3]=1. The yield is 0.620.